Task: Predict the reactants needed to synthesize the given product.. Dataset: Full USPTO retrosynthesis dataset with 1.9M reactions from patents (1976-2016) (1) Given the product [Br:1][C:2]1[CH:7]=[CH:6][C:5]([CH:8]([C:19]2[CH:20]=[CH:21][C:22]([S:25]([CH3:28])(=[O:27])=[O:26])=[CH:23][CH:24]=2)[NH:9][C@H:10]([C:15]([O:17][CH3:18])=[O:16])[CH2:11][CH:12]([CH3:13])[CH3:14])=[CH:4][CH:3]=1.[CH3:47][S:44]([C:41]1[CH:42]=[CH:43][C:38]([CH2:36][OH:37])=[CH:39][CH:40]=1)(=[O:45])=[O:46], predict the reactants needed to synthesize it. The reactants are: [Br:1][C:2]1[CH:7]=[CH:6][C:5]([C:8]([C:19]2[CH:24]=[CH:23][C:22]([S:25]([CH3:28])(=[O:27])=[O:26])=[CH:21][CH:20]=2)=[N:9][C@H:10]([C:15]([O:17][CH3:18])=[O:16])[CH2:11][CH:12]([CH3:14])[CH3:13])=[CH:4][CH:3]=1.BrC1C=CC([C:36]([C:38]2[CH:43]=[CH:42][C:41]([S:44]([CH3:47])(=[O:46])=[O:45])=[CH:40][CH:39]=2)=[O:37])=CC=1.[BH4-].[Na+]. (2) Given the product [CH:8]1([CH2:7][N:5]2[N:4]=[N:3][C:2]([NH:1][C:25]([CH:23]3[C:24]4[CH:11]=[CH:12][CH:13]=[CH:14][C:15]=4[O:16][C:17]4[C:22]3=[CH:21][CH:20]=[CH:19][CH:18]=4)=[O:26])=[N:6]2)[CH2:10][CH2:9]1, predict the reactants needed to synthesize it. The reactants are: [NH2:1][C:2]1[N:3]=[N:4][N:5]([CH2:7][CH:8]2[CH2:10][CH2:9]2)[N:6]=1.[CH:11]1[C:24]2[CH:23]([C:25](Cl)=[O:26])[C:22]3[C:17](=[CH:18][CH:19]=[CH:20][CH:21]=3)[O:16][C:15]=2[CH:14]=[CH:13][CH:12]=1. (3) Given the product [Cl:1][C:2]1[CH:7]=[C:6]([Cl:8])[CH:5]=[CH:4][C:3]=1[C:9]1[N:10]=[C:11]([C@@H:19]([NH:28][C:29]([C@H:31]2[CH2:32][CH2:33][C@H:34]([CH2:37][CH3:38])[CH2:35][CH2:36]2)=[O:30])[CH2:20][C:21]2[CH:22]=[CH:23][C:24]([O:27][CH2:40][C:41]3[CH:50]=[CH:49][C:44]([C:45]([OH:47])=[O:46])=[CH:43][CH:42]=3)=[CH:25][CH:26]=2)[N:12]([CH2:14]/[CH:15]=[CH:16]/[CH2:17][CH3:18])[CH:13]=1, predict the reactants needed to synthesize it. The reactants are: [Cl:1][C:2]1[CH:7]=[C:6]([Cl:8])[CH:5]=[CH:4][C:3]=1[C:9]1[N:10]=[C:11]([C@@H:19]([NH:28][C:29]([C@H:31]2[CH2:36][CH2:35][C@H:34]([CH2:37][CH3:38])[CH2:33][CH2:32]2)=[O:30])[CH2:20][C:21]2[CH:26]=[CH:25][C:24]([OH:27])=[CH:23][CH:22]=2)[N:12]([CH2:14]/[CH:15]=[CH:16]/[CH2:17][CH3:18])[CH:13]=1.Br[CH2:40][C:41]1[CH:50]=[CH:49][C:44]([C:45]([O:47]C)=[O:46])=[CH:43][CH:42]=1. (4) Given the product [CH:39]1[C:34]([C@H:3]2[O:4][C:5]3[CH:10]=[C:9]([OH:32])[CH:8]=[C:7]([OH:33])[C:6]=3[CH2:1][C@H:2]2[OH:42])=[CH:35][C:36]([OH:41])=[C:37]([OH:40])[CH:38]=1, predict the reactants needed to synthesize it. The reactants are: [CH2:1]1[C:6]2[C:7]([OH:33])=[CH:8][C:9]([OH:32])=[C:10]([C@@H:1]3[C:6]4[C:5](=[CH:10][C:9]([OH:32])=[CH:8][C:7]=4[OH:33])[O:4][C@H:3]([C:34]4[CH:39]=[CH:38][C:37]([OH:40])=[C:36]([OH:41])[CH:35]=4)[C@H:2]3[OH:42])[C:5]=2[O:4][C@H:3]([C:34]2[CH:39]=[CH:38][C:37]([OH:40])=[C:36]([OH:41])[CH:35]=2)[C@@H:2]1[OH:42].CO. (5) Given the product [CH3:15][C:14]([Cl:13])([C:21]([NH2:19])=[O:22])[C:2]1[CH:11]=[CH:10][C:9]([Cl:12])=[CH:8][C:3]=1[C:4]([OH:6])=[O:5], predict the reactants needed to synthesize it. The reactants are: N[C:2]1[CH:11]=[CH:10][C:9]([Cl:12])=[CH:8][C:3]=1[C:4]([O:6]C)=[O:5].[Cl:13][CH2:14][C:15](Cl)=O.C[N:19]([CH:21]=[O:22])C. (6) Given the product [Br:12][C:9]1[CH:10]=[CH:11][C:6]([CH:2]2[NH:1][C:13]3([CH2:17][CH2:16][CH2:15][CH2:14]3)[NH:5][C:3]2=[O:4])=[CH:7][CH:8]=1, predict the reactants needed to synthesize it. The reactants are: [NH2:1][CH:2]([C:6]1[CH:11]=[CH:10][C:9]([Br:12])=[CH:8][CH:7]=1)[C:3]([NH2:5])=[O:4].[C:13]1(=O)[CH2:17][CH2:16][CH2:15][CH2:14]1. (7) Given the product [CH:7]([C:6]1[C:5]([C:21]2[N:20]([C:18]([O:17][C:13]([CH3:16])([CH3:15])[CH3:14])=[O:19])[CH:24]=[CH:23][CH:22]=2)=[N:12][CH:11]=[CH:10][CH:9]=1)=[O:8], predict the reactants needed to synthesize it. The reactants are: B(O)O.Br[C:5]1[N:12]=[CH:11][CH:10]=[CH:9][C:6]=1[CH:7]=[O:8].[C:13]([O:17][C:18]([N:20]1[CH:24]=[CH:23][CH:22]=[C:21]1B(O)O)=[O:19])([CH3:16])([CH3:15])[CH3:14]. (8) Given the product [C:6]([O:10][C:11]([N:13]([C:33]([O:35][C:36]([CH3:38])([CH3:37])[CH3:39])=[O:34])[C:14]1[C:19]([C:20]([O:22][CH3:23])=[O:21])=[C:18]2[C:17]([C:25]3[C:29]([F:30])=[CH:28][O:27][C:26]=3[CH2:31][O:32]2)=[CH:16][CH:15]=1)=[O:12])([CH3:8])([CH3:9])[CH3:7], predict the reactants needed to synthesize it. The reactants are: C(Br)(Br)(Br)Br.[C:6]([O:10][C:11]([N:13]([C:33]([O:35][C:36]([CH3:39])([CH3:38])[CH3:37])=[O:34])[C:14]1[C:19]([C:20]([O:22][CH3:23])=[O:21])=[C:18](O)[C:17]([C:25]2[C:29]([F:30])=[CH:28][O:27][C:26]=2[CH2:31][OH:32])=[CH:16][CH:15]=1)=[O:12])([CH3:9])([CH3:8])[CH3:7].C1(P(C2C=CC=CC=2)C2C=CC=CC=2)C=CC=CC=1.